This data is from Reaction yield outcomes from USPTO patents with 853,638 reactions. The task is: Predict the reaction yield, written as a fraction of the theoretical maximum amount of product (1.0 means a 100% yield; for example, 0.34 means a 34% yield). (1) The reactants are [C:1]1([S:11]([C:14]2[C:22]3[C:17](=[CH:18][CH:19]=[C:20]([O:23][CH:24]4[CH2:29][CH2:28][NH:27][CH2:26][CH2:25]4)[CH:21]=3)[NH:16][N:15]=2)(=[O:13])=[O:12])[C:10]2[C:5](=[CH:6][CH:7]=[CH:8][CH:9]=2)[CH:4]=[CH:3][CH:2]=1.[CH3:30][C:31]([CH3:33])=O.C(O)(=O)C.C(O[BH-](OC(=O)C)OC(=O)C)(=O)C.[Na+]. The catalyst is ClCCCl.C(OCC)(=O)C. The product is [CH:31]([N:27]1[CH2:28][CH2:29][CH:24]([O:23][C:20]2[CH:21]=[C:22]3[C:17](=[CH:18][CH:19]=2)[NH:16][N:15]=[C:14]3[S:11]([C:1]2[C:10]3[C:5](=[CH:6][CH:7]=[CH:8][CH:9]=3)[CH:4]=[CH:3][CH:2]=2)(=[O:12])=[O:13])[CH2:25][CH2:26]1)([CH3:33])[CH3:30]. The yield is 0.520. (2) The catalyst is C(O)(C)(C)C.C(O)C. The product is [NH:3]1[CH2:9][CH2:8][CH2:7][CH:6]([O:10][C:11]2[CH:19]=[CH:18][C:17]3[NH:16][N:15]=[CH:14][C:13]=3[C:12]=2[C:20]([NH2:21])=[O:1])[CH2:5][CH2:4]1. The yield is 0.250. The reactants are [OH-:1].[K+].[NH:3]1[CH2:9][CH2:8][CH2:7][CH:6]([O:10][C:11]2[CH:19]=[CH:18][C:17]3[NH:16][N:15]=[CH:14][C:13]=3[C:12]=2[C:20]#[N:21])[CH2:5][CH2:4]1. (3) The reactants are [N:1]1([CH2:6][CH2:7][CH2:8][O:9][C:10]2[CH:15]=[CH:14][C:13]([C:16]3([C:22]#[N:23])[CH2:21][CH2:20][O:19][CH2:18][CH2:17]3)=[CH:12][CH:11]=2)[CH2:5][CH2:4][CH2:3][CH2:2]1.C(OCC)(=[O:26])C. The catalyst is O. The product is [N:1]1([CH2:6][CH2:7][CH2:8][O:9][C:10]2[CH:15]=[CH:14][C:13]([C:16]3([C:22]([NH2:23])=[O:26])[CH2:17][CH2:18][O:19][CH2:20][CH2:21]3)=[CH:12][CH:11]=2)[CH2:5][CH2:4][CH2:3][CH2:2]1. The yield is 0.260. (4) The reactants are C1(C)C=CC(S(O[C@H:11]2[CH2:28][CH2:27][C@@:26]3([CH3:29])[C:13](=[CH:14][CH2:15][C@@H:16]4[C@@H:25]3[CH2:24][CH2:23][C@@:21]3([CH3:22])[C@H:17]4[CH2:18][CH2:19][C:20]3=[O:30])[CH2:12]2)(=O)=O)=CC=1.[CH2:32]([OH:36])[CH2:33][CH2:34][OH:35].CC1C=CC(S(O)(=O)=O)=CC=1.C([O-])(O)=O.[Na+]. The catalyst is O. The product is [OH:35][CH2:34][CH2:33][CH2:32][O:36][C@H:11]1[CH2:28][CH2:27][C@@:26]2([CH3:29])[C:13](=[CH:14][CH2:15][C@@H:16]3[C@@H:25]2[CH2:24][CH2:23][C@@:21]2([CH3:22])[C@H:17]3[CH2:18][CH2:19][C:20]2=[O:30])[CH2:12]1. The yield is 0.970.